From a dataset of Full USPTO retrosynthesis dataset with 1.9M reactions from patents (1976-2016). Predict the reactants needed to synthesize the given product. (1) Given the product [Br:1][C:2]1[CH:42]=[C:41]([F:43])[CH:40]=[CH:39][C:3]=1[O:4][C:5]1[C:6]([NH:20][C:21]2[S:22][CH:23]=[C:24]([CH:26]3[CH2:31][CH2:30][NH:29][CH2:28][CH2:27]3)[N:25]=2)=[N:7][CH:8]=[C:9]([S:11][C:12]2[CH:17]=[CH:16][CH:15]=[C:14]([O:18][CH3:19])[CH:13]=2)[CH:10]=1, predict the reactants needed to synthesize it. The reactants are: [Br:1][C:2]1[CH:42]=[C:41]([F:43])[CH:40]=[CH:39][C:3]=1[O:4][C:5]1[C:6]([NH:20][C:21]2[S:22][CH:23]=[C:24]([CH:26]3[CH2:31][CH2:30][N:29](C(OC(C)(C)C)=O)[CH2:28][CH2:27]3)[N:25]=2)=[N:7][CH:8]=[C:9]([S:11][C:12]2[CH:17]=[CH:16][CH:15]=[C:14]([O:18][CH3:19])[CH:13]=2)[CH:10]=1.C(O)(C(F)(F)F)=O.O.C([O-])([O-])=O.[Na+].[Na+]. (2) Given the product [F:21][C:22]1[CH:29]=[C:28]([F:30])[CH:27]=[CH:26][C:23]=1[CH2:24][O:1][C:2]1[CH:7]=[C:6]([CH3:8])[NH:5][C:4](=[O:9])[CH:3]=1, predict the reactants needed to synthesize it. The reactants are: [OH:1][C:2]1[CH:7]=[C:6]([CH3:8])[NH:5][C:4](=[O:9])[CH:3]=1.C1CCN2C(=NCCC2)CC1.[F:21][C:22]1[CH:29]=[C:28]([F:30])[CH:27]=[CH:26][C:23]=1[CH2:24]Cl.